This data is from Catalyst prediction with 721,799 reactions and 888 catalyst types from USPTO. The task is: Predict which catalyst facilitates the given reaction. (1) Reactant: [CH2:1]([O:3][C:4](=[O:42])[CH2:5][CH2:6][CH2:7][O:8][C:9]1[CH:14]=[CH:13][CH:12]=[C:11]([CH2:15][CH2:16][CH2:17][CH2:18][CH2:19][CH2:20][O:21][C:22]2[CH:27]=[C:26]([S:28]([CH2:31][CH2:32][CH3:33])(=[O:30])=[O:29])[CH:25]=[C:24](Br)[CH:23]=2)[C:10]=1[CH2:35][CH2:36][C:37]([O:39][CH2:40][CH3:41])=[O:38])[CH3:2].[F:43][C:44]1[CH:49]=[CH:48][C:47](B(O)O)=[CH:46][CH:45]=1.C(=O)([O-])[O-].[Cs+].[Cs+]. Product: [CH2:1]([O:3][C:4](=[O:42])[CH2:5][CH2:6][CH2:7][O:8][C:9]1[CH:14]=[CH:13][CH:12]=[C:11]([CH2:15][CH2:16][CH2:17][CH2:18][CH2:19][CH2:20][O:21][C:22]2[CH:23]=[C:24]([C:47]3[CH:48]=[CH:49][C:44]([F:43])=[CH:45][CH:46]=3)[CH:25]=[C:26]([S:28]([CH2:31][CH2:32][CH3:33])(=[O:30])=[O:29])[CH:27]=2)[C:10]=1[CH2:35][CH2:36][C:37]([O:39][CH2:40][CH3:41])=[O:38])[CH3:2]. The catalyst class is: 140. (2) Reactant: [C:1]([C:4]1[C:12]2[C:7](=[CH:8][CH:9]=[CH:10][CH:11]=2)[N:6]([C:13]([O:15][C:16]([CH3:19])([CH3:18])[CH3:17])=[O:14])[CH:5]=1)(=[O:3])[CH3:2].[Br:20]Br. Product: [Br:20][CH2:2][C:1]([C:4]1[C:12]2[C:7](=[CH:8][CH:9]=[CH:10][CH:11]=2)[N:6]([C:13]([O:15][C:16]([CH3:19])([CH3:18])[CH3:17])=[O:14])[CH:5]=1)=[O:3]. The catalyst class is: 1. (3) Reactant: C(O)(C(F)(F)F)=O.[CH3:8][N:9]1[CH:13]=[C:12]([C:14]2[CH:15]=[C:16]([C:20]3([CH2:41][CH2:42][CH2:43][NH2:44])[CH2:25][CH2:24][N:23]([C:26]4[N:34]=[CH:33][N:32]=[C:31]5[C:27]=4[N:28]=[CH:29][N:30]5C4CCCCO4)[CH2:22][CH2:21]3)[CH:17]=[CH:18][CH:19]=2)[CH:11]=[N:10]1. Product: [CH3:8][N:9]1[CH:13]=[C:12]([C:14]2[CH:15]=[C:16]([C:20]3([CH2:41][CH2:42][CH2:43][NH2:44])[CH2:25][CH2:24][N:23]([C:26]4[N:34]=[CH:33][N:32]=[C:31]5[C:27]=4[N:28]=[CH:29][NH:30]5)[CH2:22][CH2:21]3)[CH:17]=[CH:18][CH:19]=2)[CH:11]=[N:10]1. The catalyst class is: 2. (4) Reactant: [Br:1][CH2:2][C:3]([C:5]1[CH:14]=[CH:13][C:12]([O:15][CH2:16][C:17]2[CH:22]=[CH:21][C:20]([O:23][CH3:24])=[CH:19][CH:18]=2)=[C:11]2[C:6]=1[CH:7]=[CH:8][C:9](=[O:25])[NH:10]2)=[O:4].CO. Product: [Br:1][CH2:2][C@@H:3]([C:5]1[CH:14]=[CH:13][C:12]([O:15][CH2:16][C:17]2[CH:18]=[CH:19][C:20]([O:23][CH3:24])=[CH:21][CH:22]=2)=[C:11]2[C:6]=1[CH:7]=[CH:8][C:9](=[O:25])[NH:10]2)[OH:4]. The catalyst class is: 7.